Dataset: Full USPTO retrosynthesis dataset with 1.9M reactions from patents (1976-2016). Task: Predict the reactants needed to synthesize the given product. (1) Given the product [Br:6][C:7]1[CH:12]=[C:11]([Cl:13])[CH:10]=[CH:9][C:8]=1[CH:14]([NH:37][C:34]1[CH:33]=[CH:32][C:31]([C:28]2[CH:29]=[CH:30][C:25]([Cl:24])=[CH:26][CH:27]=2)=[CH:36][CH:35]=1)[CH3:15], predict the reactants needed to synthesize it. The reactants are: CS(Cl)(=O)=O.[Br:6][C:7]1[CH:12]=[C:11]([Cl:13])[CH:10]=[CH:9][C:8]=1[CH:14](O)[CH3:15].CCN(CC)CC.[Cl:24][C:25]1[CH:30]=[CH:29][C:28]([C:31]2[CH:36]=[CH:35][C:34]([NH2:37])=[CH:33][CH:32]=2)=[CH:27][CH:26]=1. (2) Given the product [N:22]1([CH2:21][CH2:20][CH2:19][O:18][C:14]2[CH:13]=[C:12]3[C:17]([C@H:8]([C:5]4[CH:6]=[CH:7][C:2]([C:31]#[N:32])=[CH:3][CH:4]=4)[CH2:9][N:10]4[CH2:30][CH2:29][CH2:28][C@@H:11]43)=[CH:16][CH:15]=2)[CH2:27][CH2:26][CH2:25][CH2:24][CH2:23]1, predict the reactants needed to synthesize it. The reactants are: Br[C:2]1[CH:7]=[CH:6][C:5]([C@H:8]2[C:17]3[C:12](=[CH:13][C:14]([O:18][CH2:19][CH2:20][CH2:21][N:22]4[CH2:27][CH2:26][CH2:25][CH2:24][CH2:23]4)=[CH:15][CH:16]=3)[C@@H:11]3[CH2:28][CH2:29][CH2:30][N:10]3[CH2:9]2)=[CH:4][CH:3]=1.[C:31]([Cu])#[N:32]. (3) Given the product [CH2:12]1[C:13]2[C:9](=[CH:8][C:7]([C:5]([OH:6])=[O:4])=[CH:15][CH:14]=2)[CH2:10][CH2:11]1, predict the reactants needed to synthesize it. The reactants are: [Li+].[OH-].C[O:4][C:5]([C:7]1[CH:8]=[C:9]2[C:13](=[CH:14][CH:15]=1)[CH2:12][CH2:11][CH:10]2NS(C1C(C)=CC(OC)=CC=1C)(=O)=O)=[O:6]. (4) Given the product [CH:17]([O:16][C:15]1[CH:14]=[CH:13][C:9]([C:10]([NH2:12])=[O:11])=[CH:8][C:7]=1[N:6]=[C:20]=[S:21])([CH3:19])[CH3:18], predict the reactants needed to synthesize it. The reactants are: C(=O)(O)[O-].[Na+].[NH2:6][C:7]1[CH:8]=[C:9]([CH:13]=[CH:14][C:15]=1[O:16][CH:17]([CH3:19])[CH3:18])[C:10]([NH2:12])=[O:11].[C:20](Cl)(Cl)=[S:21]. (5) Given the product [C:22]([O:21][C:20]([NH:19][CH:16]1[CH2:15][CH2:14][N:13]([CH2:11][CH2:10][C:3]2[C:4]3[CH:9]=[CH:8][CH:7]=[CH:6][C:5]=3[O:1][CH:2]=2)[CH2:18][CH2:17]1)=[O:26])([CH3:25])([CH3:23])[CH3:24], predict the reactants needed to synthesize it. The reactants are: [O:1]1[C:5]2[CH:6]=[CH:7][CH:8]=[CH:9][C:4]=2[C:3]([CH2:10][CH2:11]Br)=[CH:2]1.[NH:13]1[CH2:18][CH2:17][CH:16]([NH:19][C:20](=[O:26])[O:21][C:22]([CH3:25])([CH3:24])[CH3:23])[CH2:15][CH2:14]1.C(=O)([O-])[O-].[K+].[K+].S([O-])([O-])(=O)=O.C([N+](CCCC)(CCCC)CCCC)CCC.C([N+](CCCC)(CCCC)CCCC)CCC. (6) Given the product [NH:31]([C:32]([O:20][C@@H:19]1[C@@H:21]([CH3:23])[O:22][C@@H:16]([N:13]2[CH:12]=[N:11][C:10]3[C:14]2=[N:15][C:7]([O:6][CH:1]2[CH2:2][CH2:3][CH2:4][CH2:5]2)=[N:8][C:9]=3[NH2:24])[C@@H:17]1[OH:18])=[O:33])[C:25]1[CH:30]=[CH:29][CH:28]=[CH:27][CH:26]=1, predict the reactants needed to synthesize it. The reactants are: [CH:1]1([O:6][C:7]2[N:15]=[C:14]3[C:10]([N:11]=[CH:12][N:13]3[C@@H:16]3[O:22][C@H:21]([CH3:23])[C@@H:19]([OH:20])[C@H:17]3[OH:18])=[C:9]([NH2:24])[N:8]=2)[CH2:5][CH2:4][CH2:3][CH2:2]1.[C:25]1([N:31]=[C:32]=[O:33])[CH:30]=[CH:29][CH:28]=[CH:27][CH:26]=1.C(N(CC)CC)C. (7) Given the product [CH2:2]([C:4]1[CH:5]=[C:6]([CH:10]=[C:11]([CH3:13])[N:12]=1)[C:7]#[N:16])[CH3:3], predict the reactants needed to synthesize it. The reactants are: Cl.[CH2:2]([C:4]1[CH:5]=[C:6]([CH:10]=[C:11]([CH3:13])[N:12]=1)[C:7](O)=O)[CH3:3].CC[N:16](C(C)C)C(C)C.C1CN([P+](ON2N=NC3C=CC=CC2=3)(N2CCCC2)N2CCCC2)CC1.F[P-](F)(F)(F)(F)F.N.N1C=CC=CC=1. (8) Given the product [Cl:31][C:32]1[C:37]([F:38])=[CH:36][C:35]([C:2]2[C:11]3[C:6](=[CH:7][C:8]([S:12]([N:15]([C:25]4[CH:29]=[CH:28][O:27][N:26]=4)[CH2:16][C:17]4[CH:22]=[CH:21][C:20]([O:23][CH3:24])=[CH:19][CH:18]=4)(=[O:14])=[O:13])=[CH:9][CH:10]=3)[C:5]([OH:30])=[CH:4][N:3]=2)=[C:34]([O:48][CH3:49])[CH:33]=1, predict the reactants needed to synthesize it. The reactants are: Cl[C:2]1[C:11]2[C:6](=[CH:7][C:8]([S:12]([N:15]([C:25]3[CH:29]=[CH:28][O:27][N:26]=3)[CH2:16][C:17]3[CH:22]=[CH:21][C:20]([O:23][CH3:24])=[CH:19][CH:18]=3)(=[O:14])=[O:13])=[CH:9][CH:10]=2)[C:5]([OH:30])=[CH:4][N:3]=1.[Cl:31][C:32]1[C:37]([F:38])=[CH:36][C:35](B2OC(C)(C)C(C)(C)O2)=[C:34]([O:48][CH3:49])[CH:33]=1.C(=O)([O-])[O-].[K+].[K+].O1CCOCC1.